From a dataset of Full USPTO retrosynthesis dataset with 1.9M reactions from patents (1976-2016). Predict the reactants needed to synthesize the given product. (1) The reactants are: [S:1]1[C:5]([C:6]2[C:7]3[CH:14]=[CH:13][N:12]([CH2:15][O:16][CH2:17][CH2:18][Si:19]([CH3:22])([CH3:21])[CH3:20])[C:8]=3[N:9]=[CH:10][N:11]=2)=[CH:4][N:3]=[CH:2]1.C([Li])CCC.CON(C)[C:31](=[O:43])[CH2:32][O:33][CH2:34][C:35]1[CH:40]=[CH:39][C:38]([O:41][CH3:42])=[CH:37][CH:36]=1. Given the product [CH3:42][O:41][C:38]1[CH:39]=[CH:40][C:35]([CH2:34][O:33][CH2:32][C:31]([C:2]2[S:1][C:5]([C:6]3[C:7]4[CH:14]=[CH:13][N:12]([CH2:15][O:16][CH2:17][CH2:18][Si:19]([CH3:22])([CH3:21])[CH3:20])[C:8]=4[N:9]=[CH:10][N:11]=3)=[CH:4][N:3]=2)=[O:43])=[CH:36][CH:37]=1, predict the reactants needed to synthesize it. (2) Given the product [C:45]([O:49][C:50](=[O:86])[CH2:51][C@@:20]1([CH3:21])[C:14]2=[N:13][CH:12]=[C:11]([N:10]([CH2:41][CH:42]=[CH2:43])[C:9]([O:8][CH2:1][C:2]3[CH:7]=[CH:6][CH:5]=[CH:4][CH:3]=3)=[O:44])[C:16](=[O:17])[N:15]2[C@@H:18]([C:25]([N:27]([C:34]([O:36][C:37]([CH3:40])([CH3:38])[CH3:39])=[O:35])[C:28]2[CH:33]=[CH:32][CH:31]=[CH:30][CH:29]=2)=[O:26])[CH2:19]1)([CH3:48])([CH3:47])[CH3:46], predict the reactants needed to synthesize it. The reactants are: [CH2:1]([O:8][C:9](=[O:44])[N:10]([CH2:41][CH:42]=[CH2:43])[C:11]1[C:16](=[O:17])[N:15]2[C@H:18]([C:25]([N:27]([C:34]([O:36][C:37]([CH3:40])([CH3:39])[CH3:38])=[O:35])[C:28]3[CH:33]=[CH:32][CH:31]=[CH:30][CH:29]=3)=[O:26])[CH2:19][C@:20](N=[N+]=[N-])([CH3:21])[C:14]2=[N:13][CH:12]=1)[C:2]1[CH:7]=[CH:6][CH:5]=[CH:4][CH:3]=1.[C:45]([O:49][C:50](=[O:86])[CH2:51][C@@]1(C)C2=NC=C(N(CC=C)C(OCC3C=CC=CC=3)=O)C(=O)N2[C@@H](C(=O)NC2C=CC=CC=2)C1)([CH3:48])([CH3:47])[CH3:46]. (3) The reactants are: CC1(C)C(C)(C)OB([C:9]2[CH:18]=[CH:17][C:12]([C:13]([O:15][CH3:16])=[O:14])=[CH:11][CH:10]=2)O1.I[C:21]1[CH:22]=[C:23]2[C:28](=[CH:29][CH:30]=1)[O:27][C@@H:26]([CH2:31][NH:32][C:33](=[O:39])[O:34][C:35]([CH3:38])([CH3:37])[CH3:36])[CH2:25][CH2:24]2. Given the product [C:35]([O:34][C:33]([NH:32][CH2:31][C@H:26]1[CH2:25][CH2:24][C:23]2[C:28](=[CH:29][CH:30]=[C:21]([C:9]3[CH:10]=[CH:11][C:12]([C:13]([O:15][CH3:16])=[O:14])=[CH:17][CH:18]=3)[CH:22]=2)[O:27]1)=[O:39])([CH3:38])([CH3:36])[CH3:37], predict the reactants needed to synthesize it.